This data is from Catalyst prediction with 721,799 reactions and 888 catalyst types from USPTO. The task is: Predict which catalyst facilitates the given reaction. (1) Reactant: [C:1]([NH:9][C:10]1[C:11]2[N:12]=[CH:13][N:14]([C:33]=2[N:34]=[CH:35][N:36]=1)[C@@H:15]1[O:32][C@H:22]([CH2:23][O:24][Si](C(C)(C)C)(C)C)[C@@H:17]([O:18][CH2:19]SC)[CH2:16]1)(=[O:8])[C:2]1[CH:7]=[CH:6][CH:5]=[CH:4][CH:3]=1.C1CCCCC=1.C(NC1C2N=CN(C=2N=CN=1)[C@@H]1O[C@H](CO[Si](C(C)(C)C)(C)C)[C@@H](O)C1)(=O)C1C=CC=CC=1.[N-:76]=[N+:77]=[N-:78].[Na+].[NH4+].[F-]. Product: [C:1]([NH:9][C:10]1[C:11]2[N:12]=[CH:13][N:14]([C:33]=2[N:34]=[CH:35][N:36]=1)[C@@H:15]1[O:32][C@H:22]([CH2:23][OH:24])[C@@H:17]([O:18][CH2:19][N:76]=[N+:77]=[N-:78])[CH2:16]1)(=[O:8])[C:2]1[CH:7]=[CH:6][CH:5]=[CH:4][CH:3]=1. The catalyst class is: 2. (2) Reactant: [C:1]1([O:11][C:12]2[CH:17]=[CH:16][N:15]=[CH:14][CH:13]=2)[C:10]2[C:5](=[CH:6][CH:7]=[CH:8][CH:9]=2)[CH:4]=[CH:3][CH:2]=1.ClC1C=CC=C(C(OO)=[O:26])C=1. Product: [C:1]1([O:11][C:12]2[CH:17]=[CH:16][N+:15]([O-:26])=[CH:14][CH:13]=2)[C:10]2[C:5](=[CH:6][CH:7]=[CH:8][CH:9]=2)[CH:4]=[CH:3][CH:2]=1. The catalyst class is: 4. (3) Reactant: [C:1]([Cl:4])(=[O:3])[CH3:2].[Cl:5][C:6]1[CH:31]=[CH:30][C:9]2[N:10]3[C:14]([CH2:15][NH:16][CH2:17][C:8]=2[CH:7]=1)=[N:13][N:12]=[C:11]3[CH:18]1[CH2:23][CH2:22][N:21]([C:24]2[CH:29]=[CH:28][CH:27]=[CH:26][N:25]=2)[CH2:20][CH2:19]1. Product: [ClH:4].[ClH:5].[Cl:5][C:6]1[CH:31]=[CH:30][C:9]2[N:10]3[C:14]([CH2:15][N:16]([C:1](=[O:3])[CH3:2])[CH2:17][C:8]=2[CH:7]=1)=[N:13][N:12]=[C:11]3[CH:18]1[CH2:19][CH2:20][N:21]([C:24]2[CH:29]=[CH:28][CH:27]=[CH:26][N:25]=2)[CH2:22][CH2:23]1. The catalyst class is: 4. (4) Reactant: [O:1]=[S:2]1(=[O:25])[CH2:7][CH:6]=[C:5]([C:8]2[CH:13]=[CH:12][C:11]([N:14]3[CH2:18][C@H:17]([CH2:19][N:20]=[N+:21]=[N-:22])[O:16][C:15]3=[O:23])=[CH:10][C:9]=2[F:24])[CH2:4][CH2:3]1.[Cl:26][C:27](S(Cl)(=O)=O)=[CH2:28]. Product: [O:25]=[S:2]1(=[O:1])[CH2:3][CH:4]=[C:5]([C:8]2[CH:13]=[CH:12][C:11]([N:14]3[CH2:18][C@H:17]([CH2:19][N:20]4[CH:28]=[C:27]([Cl:26])[N:22]=[N:21]4)[O:16][C:15]3=[O:23])=[CH:10][C:9]=2[F:24])[CH2:6][CH2:7]1. The catalyst class is: 4. (5) Reactant: [C:1]([O:5][C:6]([N:8]1[CH2:15][C@H:14]([OH:16])[CH2:13][C@H:9]1[C:10]([OH:12])=[O:11])=[O:7])([CH3:4])([CH3:3])[CH3:2].[H-].[Na+].[CH2:19](I)[CH3:20].Cl.[Cl-].[Na+]. Product: [C:1]([O:5][C:6]([N:8]1[CH2:15][C@H:14]([O:16][CH2:19][CH3:20])[CH2:13][C@H:9]1[C:10]([OH:12])=[O:11])=[O:7])([CH3:4])([CH3:2])[CH3:3]. The catalyst class is: 30. (6) Reactant: [OH-].[Na+].[CH2:3]([C:5]1[CH:10]=[CH:9][C:8]([C:11]2[C:20]3[C:15](=[CH:16][CH:17]=[C:18]([C:21]#[C:22][C:23]4[CH:33]=[CH:32][C:26]([C:27]([O:29]CC)=[O:28])=[CH:25][CH:24]=4)[CH:19]=3)[S:14][C:13]([CH3:35])([CH3:34])[CH:12]=2)=[CH:7][CH:6]=1)[CH3:4].Cl. Product: [CH3:4][CH2:3][C:5]1[CH:6]=[CH:7][C:8]([C:11]2[C:20]3[CH:19]=[C:18]([C:21]#[C:22][C:23]4[CH:24]=[CH:25][C:26]([C:27]([OH:29])=[O:28])=[CH:32][CH:33]=4)[CH:17]=[CH:16][C:15]=3[S:14][C:13]([CH3:34])([CH3:35])[CH:12]=2)=[CH:9][CH:10]=1. The catalyst class is: 219. (7) Reactant: [CH3:1][O:2][C:3]1[CH:8]=[CH:7][CH:6]=[CH:5][C:4]=1[N:9]1[C:13]([C:14]2[CH:24]=[CH:23][C:17]([C:18]([O:20]CC)=[O:19])=[CH:16][CH:15]=2)=[CH:12][C:11]([CH:25]2[CH2:30][C:29]([CH3:32])([CH3:31])[O:28][C:27]([CH3:34])([CH3:33])[CH2:26]2)=[N:10]1.[OH-].[Na+]. Product: [CH3:1][O:2][C:3]1[CH:8]=[CH:7][CH:6]=[CH:5][C:4]=1[N:9]1[C:13]([C:14]2[CH:24]=[CH:23][C:17]([C:18]([OH:20])=[O:19])=[CH:16][CH:15]=2)=[CH:12][C:11]([CH:25]2[CH2:30][C:29]([CH3:32])([CH3:31])[O:28][C:27]([CH3:34])([CH3:33])[CH2:26]2)=[N:10]1. The catalyst class is: 191. (8) Reactant: [CH2:1]([N:8]([CH2:28][CH2:29][CH2:30][CH2:31][CH2:32][CH2:33][CH3:34])[C:9]1[CH:10]=[C:11]([S:15][C:16]2[CH:21]=[CH:20][C:19]([CH2:22][C:23]([O:25]CC)=[O:24])=[CH:18][CH:17]=2)[CH:12]=[CH:13][CH:14]=1)[CH2:2][CH2:3][CH2:4][CH2:5][CH2:6][CH3:7].[OH-].[Na+].O.C(O)C. Product: [CH2:28]([N:8]([CH2:1][CH2:2][CH2:3][CH2:4][CH2:5][CH2:6][CH3:7])[C:9]1[CH:10]=[C:11]([S:15][C:16]2[CH:21]=[CH:20][C:19]([CH2:22][C:23]([OH:25])=[O:24])=[CH:18][CH:17]=2)[CH:12]=[CH:13][CH:14]=1)[CH2:29][CH2:30][CH2:31][CH2:32][CH2:33][CH3:34]. The catalyst class is: 1.